From a dataset of Full USPTO retrosynthesis dataset with 1.9M reactions from patents (1976-2016). Predict the reactants needed to synthesize the given product. (1) Given the product [C:2](=[O:3])([O-:5])[O-:4].[Na+:6].[Na+:6].[P:10]([O-:13])([O-:12])([O-:11])=[O:9].[Na+:6].[Na+:6].[Na+:6], predict the reactants needed to synthesize it. The reactants are: O.[C:2](=[O:5])([O-:4])[O-:3].[Na+:6].[Na+].O.[OH:9][P:10]([O-:13])([OH:12])=[O:11].[Na+]. (2) Given the product [Cl:1][C:2]1[C:3]([N:12]([CH2:27][C:28]2[CH:33]=[CH:32][CH:31]=[C:30]([C:34]([F:35])([F:36])[F:37])[CH:29]=2)[S:13]([C:16]2[CH:25]=[CH:24][C:19]([C:20]([O:22][CH3:23])=[O:21])=[CH:18][CH:17]=2)(=[O:15])=[O:14])=[N:4][CH:5]=[C:6]([C:8]([F:11])([F:9])[F:10])[CH:7]=1, predict the reactants needed to synthesize it. The reactants are: [Cl:1][C:2]1[C:3]([NH:12][S:13]([C:16]2[CH:25]=[CH:24][C:19]([C:20]([O:22][CH3:23])=[O:21])=[CH:18][CH:17]=2)(=[O:15])=[O:14])=[N:4][CH:5]=[C:6]([C:8]([F:11])([F:10])[F:9])[CH:7]=1.Cl[CH2:27][C:28]1[CH:33]=[CH:32][CH:31]=[C:30]([C:34]([F:37])([F:36])[F:35])[CH:29]=1. (3) Given the product [CH2:1]([C:7]1([C:13]([O:15][CH2:16][CH3:17])=[O:14])[CH2:11][CH2:10][CH2:9][CH:8]1[O:12][C:28](=[O:29])[C:27]1[CH:31]=[CH:32][CH:33]=[C:25]([CH3:24])[CH:26]=1)[CH2:2][CH2:3][CH2:4][CH2:5][CH3:6], predict the reactants needed to synthesize it. The reactants are: [CH2:1]([C:7]1([C:13]([O:15][CH2:16][CH3:17])=[O:14])[CH2:11][CH2:10][CH2:9][CH:8]1[OH:12])[CH2:2][CH2:3][CH2:4][CH2:5][CH3:6].N1C=CC=CC=1.[CH3:24][C:25]1[CH:26]=[C:27]([CH:31]=[CH:32][CH:33]=1)[C:28](Cl)=[O:29]. (4) The reactants are: [CH3:1][N:2]([CH3:36])[CH2:3][CH2:4][NH:5][C:6]([NH:8][C:9]1[CH:14]=[CH:13][C:12]([C:15]2[N:16]=[C:17]([N:30]3[CH2:35][CH2:34][O:33][CH2:32][CH2:31]3)[C:18]3[N:23]=[N:22][N:21]([CH:24]4[CH2:29][CH2:28][NH:27][CH2:26][CH2:25]4)[C:19]=3[N:20]=2)=[CH:11][CH:10]=1)=[O:7].[F:37][C:38]1[CH:45]=[CH:44][C:41]([CH:42]=O)=[CH:40][CH:39]=1.[BH-](OC(C)=O)(OC(C)=O)OC(C)=O.[Na+].CC(O)=O. Given the product [CH3:1][N:2]([CH3:36])[CH2:3][CH2:4][NH:5][C:6]([NH:8][C:9]1[CH:10]=[CH:11][C:12]([C:15]2[N:16]=[C:17]([N:30]3[CH2:35][CH2:34][O:33][CH2:32][CH2:31]3)[C:18]3[N:23]=[N:22][N:21]([CH:24]4[CH2:29][CH2:28][N:27]([CH2:42][C:41]5[CH:44]=[CH:45][C:38]([F:37])=[CH:39][CH:40]=5)[CH2:26][CH2:25]4)[C:19]=3[N:20]=2)=[CH:13][CH:14]=1)=[O:7], predict the reactants needed to synthesize it. (5) Given the product [CH3:1][C:2]1([CH3:8])[C@H:7]2[C@@H:3]1[CH2:4][NH:5][C@@H:6]2[C:25]#[N:26], predict the reactants needed to synthesize it. The reactants are: [CH3:1][C:2]1([CH3:8])[CH:7]2[CH:3]1[CH2:4][NH:5][CH2:6]2.[OH-].[Na+].P([O-])([O-])([O-])=O.[K+].[K+].[K+].[C-]#N.[Na+].CC1(C)[C@H]2[C@@H]1[CH2:25][NH:26][C@H]2S([O-])(=O)=O. (6) Given the product [C:1]([N:8]1[CH2:12][CH2:11][CH:10]([N:13]([CH:21]2[CH2:26][CH2:25][C:24]([CH3:28])([CH3:27])[CH2:23][CH2:22]2)[C:14](=[O:20])[C:15]([CH3:19])([CH3:18])[CH:16]([OH:17])[CH3:29])[CH2:9]1)([O:3][C:4]([CH3:5])([CH3:6])[CH3:7])=[O:2], predict the reactants needed to synthesize it. The reactants are: [C:1]([N:8]1[CH2:12][CH2:11][C@H:10]([N:13]([CH:21]2[CH2:26][CH2:25][C:24]([CH3:28])([CH3:27])[CH2:23][CH2:22]2)[C:14](=[O:20])[C:15]([CH3:19])([CH3:18])[CH:16]=[O:17])[CH2:9]1)([O:3][C:4]([CH3:7])([CH3:6])[CH3:5])=[O:2].[CH3:29][Mg]Br.Cl. (7) Given the product [Cl:1][C:2]1[CH:3]=[CH:4][C:5]([N:8]2[C:11](=[O:12])[C@H:10]([S:13][CH2:14][CH:15]([C:17]3[CH:22]=[CH:21][C:20]([Cl:23])=[CH:19][CH:18]=3)[OH:16])[C@H:9]2[C:24]2[CH:25]=[CH:26][C:27]([O:28][CH2:29][C:30]([NH:32][CH2:33][C:34]([N:68]3[CH2:73][CH2:72][CH:71]([C:74]([OH:76])=[O:75])[CH2:70][CH2:69]3)=[O:35])=[O:31])=[CH:37][CH:38]=2)=[CH:6][CH:7]=1, predict the reactants needed to synthesize it. The reactants are: [Cl:1][C:2]1[CH:7]=[CH:6][C:5]([N:8]2[C:11](=[O:12])[C@H:10]([S:13][CH2:14][C:15]([C:17]3[CH:22]=[CH:21][C:20]([Cl:23])=[CH:19][CH:18]=3)=[O:16])[C@H:9]2[C:24]2[CH:38]=[CH:37][C:27]([O:28][CH2:29][C:30]([NH:32][CH2:33][C:34](O)=[O:35])=[O:31])=[CH:26][CH:25]=2)=[CH:4][CH:3]=1.CN1CCOCC1.CN(C(ON1N=NC2C=CC=CC1=2)=[N+](C)C)C.[B-](F)(F)(F)F.[NH:68]1[CH2:73][CH2:72][CH:71]([C:74]([OH:76])=[O:75])[CH2:70][CH2:69]1.